This data is from Peptide-MHC class I binding affinity with 185,985 pairs from IEDB/IMGT. The task is: Regression. Given a peptide amino acid sequence and an MHC pseudo amino acid sequence, predict their binding affinity value. This is MHC class I binding data. (1) The peptide sequence is ILWGYGFLQ. The MHC is HLA-B15:01 with pseudo-sequence HLA-B15:01. The binding affinity (normalized) is 0.0847. (2) The peptide sequence is YSTDLVCEQR. The MHC is Mamu-A01 with pseudo-sequence Mamu-A01. The binding affinity (normalized) is 0.363. (3) The MHC is H-2-Kb with pseudo-sequence H-2-Kb. The peptide sequence is YLIIICVLVV. The binding affinity (normalized) is 0.159.